This data is from Reaction yield outcomes from USPTO patents with 853,638 reactions. The task is: Predict the reaction yield, written as a fraction of the theoretical maximum amount of product (1.0 means a 100% yield; for example, 0.34 means a 34% yield). (1) The reactants are C(O[C:9]([N:11]1[CH2:16][CH2:15][N:14]([C:17](=[O:28])[C@H:18]([OH:27])[CH2:19][C:20](=[O:26])[CH2:21][C:22]([OH:25])([CH3:24])[CH3:23])[CH2:13][CH2:12]1)=O)C1C=CC=CC=1.CO.ClC1[C:41]2[C:36](=[CH:37][C:38]([CH3:42])=[CH:39][CH:40]=2)[N:35]=[C:34]([C:43]2[CH:48]=[CH:47][CH:46]=[CH:45][C:44]=2[OH:49])[N:33]=1.C(N(CC)CC)C. The catalyst is C(Cl)Cl.[Pd]. The product is [OH:27][C@H:18]([CH2:19][C:20](=[O:26])[CH2:21][C:22]([OH:25])([CH3:23])[CH3:24])[C:17]([N:14]1[CH2:13][CH2:12][N:11]([C:9]2[C:41]3[C:36](=[CH:37][C:38]([CH3:42])=[CH:39][CH:40]=3)[N:35]=[C:34]([C:43]3[CH:48]=[CH:47][CH:46]=[CH:45][C:44]=3[OH:49])[N:33]=2)[CH2:16][CH2:15]1)=[O:28]. The yield is 0.370. (2) The reactants are [CH2:1]([O:8][C:9]1[CH:10]=[CH:11][C:12]([O:21][CH3:22])=[C:13]([N:15]([CH2:19][CH3:20])[C:16](=O)[CH3:17])[CH:14]=1)[C:2]1[CH:7]=[CH:6][CH:5]=[CH:4][CH:3]=1.CO. The catalyst is C1COCC1. The product is [CH2:1]([O:8][C:9]1[CH:10]=[CH:11][C:12]([O:21][CH3:22])=[C:13]([CH:14]=1)[N:15]([CH2:16][CH3:17])[CH2:19][CH3:20])[C:2]1[CH:3]=[CH:4][CH:5]=[CH:6][CH:7]=1. The yield is 0.330. (3) The reactants are [CH3:1][O:2][C:3]1[C:8]([O:9][CH3:10])=[CH:7][CH:6]=[CH:5][C:4]=1[OH:11].F[C:13]1[CH:18]=[C:17]([F:19])[CH:16]=[CH:15][C:14]=1[N+:20]([O-:22])=[O:21].[CH3:23][O:24][C:25]1[C:39]([O:40][CH3:41])=[CH:38][CH:37]=[CH:36][C:26]=1[O:27][C:28]1[CH:34]=[C:33]([F:35])[CH:32]=[CH:31][C:29]=1[NH2:30].[NH2:42][C:43]1[S:44][CH:45]=[CH:46][N:47]=1. No catalyst specified. The product is [CH3:1][O:2][C:3]1[C:8]([O:9][CH3:10])=[CH:7][CH:6]=[CH:5][C:4]=1[O:11][C:13]1[CH:18]=[C:17]([F:19])[CH:16]=[CH:15][C:14]=1[N+:20]([O-:22])=[O:21].[CH3:23][O:24][C:25]1[C:39]([O:40][CH3:41])=[CH:38][CH:37]=[CH:36][C:26]=1[O:27][C:28]1[CH:34]=[C:33]([F:35])[CH:32]=[CH:31][C:29]=1[NH:30][C:4]([NH:42][C:43]1[S:44][CH:45]=[CH:46][N:47]=1)=[O:11]. The yield is 0.600. (4) The reactants are C[O:2][C:3](=O)[CH2:4][N:5]1[C:10](=[O:11])[C:9]2=[CH:12][CH:13]=[CH:14][N:8]2[N:7]=[C:6]1[CH:15]([N:18]([CH2:28][CH2:29][CH2:30][NH:31][C:32]([O:34][C:35]([CH3:38])([CH3:37])[CH3:36])=[O:33])[C:19](=[O:27])[C:20]1[CH:25]=[CH:24][C:23]([CH3:26])=[CH:22][CH:21]=1)[CH2:16][CH3:17].O[NH:41][C:42](=[NH:44])[CH3:43].[H-].[Na+]. The catalyst is CN(C=O)C.C(OCC)(=O)C. The product is [C:35]([O:34][C:32](=[O:33])[NH:31][CH2:30][CH2:29][CH2:28][N:18]([C:19](=[O:27])[C:20]1[CH:21]=[CH:22][C:23]([CH3:26])=[CH:24][CH:25]=1)[CH:15]([C:6]1[N:5]([CH2:4][C:3]2[O:2][N:44]=[C:42]([CH3:43])[N:41]=2)[C:10](=[O:11])[C:9]2=[CH:12][CH:13]=[CH:14][N:8]2[N:7]=1)[CH2:16][CH3:17])([CH3:37])([CH3:38])[CH3:36]. The yield is 0.180. (5) The reactants are [F:1][C:2]([F:16])([F:15])[C:3]1[CH:14]=[CH:13][C:6]([CH2:7][CH:8]([C:11]#[N:12])[C:9]#[N:10])=[CH:5][CH:4]=1.[H-].[Na+].Br[CH2:20][CH2:21][CH2:22][CH2:23][Cl:24]. The catalyst is CN(C)C=O. The product is [Cl:24][CH2:23][CH2:22][CH2:21][CH2:20][C:8]([CH2:7][C:6]1[CH:5]=[CH:4][C:3]([C:2]([F:15])([F:16])[F:1])=[CH:14][CH:13]=1)([C:11]#[N:12])[C:9]#[N:10]. The yield is 0.320. (6) The reactants are [CH2:1]1[C:6]2[CH:7]=[C:8]([N:11]3[CH2:15][C@H:14]([CH2:16][NH:17][C:18](=[O:20])[CH3:19])[O:13][C:12]3=[O:21])[CH:9]=[CH:10][C:5]=2[CH2:4][CH2:3][S:2]1.[OH2:22]. The catalyst is CO.[Cl-].[Na+].O. The product is [O:22]=[S:2]1[CH2:3][CH2:4][C:5]2[CH:10]=[CH:9][C:8]([N:11]3[CH2:15][C@H:14]([CH2:16][NH:17][C:18](=[O:20])[CH3:19])[O:13][C:12]3=[O:21])=[CH:7][C:6]=2[CH2:1]1. The yield is 0.930. (7) The reactants are [C:1]1([CH2:11][NH2:12])[C:10]2[C:5](=[CH:6][CH:7]=[CH:8][CH:9]=2)[CH:4]=[CH:3][CH:2]=1.F[C:14]1[CH:22]=[N:21][CH:20]=[CH:19][C:15]=1[C:16]([OH:18])=[O:17]. No catalyst specified. The product is [C:1]1([CH2:11][NH:12][C:19]2[CH:20]=[N:21][CH:22]=[CH:14][C:15]=2[C:16]([OH:18])=[O:17])[C:10]2[C:5](=[CH:6][CH:7]=[CH:8][CH:9]=2)[CH:4]=[CH:3][CH:2]=1. The yield is 0.660. (8) The reactants are [N:1]([CH2:4][CH2:5][NH:6][C:7](=[O:21])[CH2:8][CH2:9][CH2:10][CH2:11][CH2:12][CH2:13][CH2:14][CH2:15][CH2:16][CH2:17][CH2:18][CH2:19][CH3:20])=[N+:2]=[N-:3].N([CH2:25][CH2:26]N)=[N+]=[N-].C(N(CC)CC)C. The catalyst is ClCCl. The product is [N:1]([CH2:4][CH2:5][NH:6][C:7](=[O:21])[C:8]1[CH:26]=[CH:25][C:11]([CH2:12][CH2:13][CH2:14][CH2:15][CH2:16][CH2:17][CH2:18][CH2:19][CH3:20])=[CH:10][CH:9]=1)=[N+:2]=[N-:3]. The yield is 0.970. (9) The reactants are [CH2:1]([N:5]([CH2:36][C:37]1[CH:42]=[CH:41][C:40]([Cl:43])=[C:39]([Cl:44])[CH:38]=1)[C:6]([C:8]1[C:12]([Cl:13])=[C:11]([CH3:14])[N:10]([C:15]2[CH:23]=[CH:22][C:18]([C:19](O)=[O:20])=[CH:17][C:16]=2[C:24]([N:26]2[CH2:35][CH2:34][C:33]3[C:28](=[CH:29][CH:30]=[CH:31][CH:32]=3)[CH2:27]2)=[O:25])[N:9]=1)=[O:7])[CH2:2][CH2:3][CH3:4].[S:45]([C:49]1[CH:58]=[C:57]2[C:52]([CH:53]=[CH:54][C:55]([C:59]([O:61][CH2:62][CH3:63])=[O:60])=[CH:56]2)=[CH:51][CH:50]=1)(=[O:48])(=[O:47])[NH2:46]. No catalyst specified. The yield is 0.570. The product is [CH2:1]([N:5]([CH2:36][C:37]1[CH:42]=[CH:41][C:40]([Cl:43])=[C:39]([Cl:44])[CH:38]=1)[C:6]([C:8]1[C:12]([Cl:13])=[C:11]([CH3:14])[N:10]([C:15]2[CH:23]=[CH:22][C:18]([C:19]([NH:46][S:45]([C:49]3[CH:58]=[C:57]4[C:52]([CH:53]=[CH:54][C:55]([C:59]([O:61][CH2:62][CH3:63])=[O:60])=[CH:56]4)=[CH:51][CH:50]=3)(=[O:47])=[O:48])=[O:20])=[CH:17][C:16]=2[C:24]([N:26]2[CH2:35][CH2:34][C:33]3[C:28](=[CH:29][CH:30]=[CH:31][CH:32]=3)[CH2:27]2)=[O:25])[N:9]=1)=[O:7])[CH2:2][CH2:3][CH3:4].